This data is from Full USPTO retrosynthesis dataset with 1.9M reactions from patents (1976-2016). The task is: Predict the reactants needed to synthesize the given product. Given the product [CH:33]1([C:10]2[C:11]([O:12][C@@H:13]3[CH2:14][CH2:15][C@@H:16]([CH3:29])[NH:17][CH2:18]3)=[CH:30][C:31]([F:32])=[C:8]([CH:9]=2)[C:6]([O:5][C:1]([CH3:4])([CH3:3])[CH3:2])=[O:7])[CH2:35][CH2:34]1, predict the reactants needed to synthesize it. The reactants are: [C:1]([O:5][C:6]([C:8]1[C:31]([F:32])=[CH:30][C:11]([O:12][C@H:13]2[CH2:18][N:17](C(OCC3C=CC=CC=3)=O)[C@H:16]([CH3:29])[CH2:15][CH2:14]2)=[C:10]([CH:33]2[CH2:35][CH2:34]2)[CH:9]=1)=[O:7])([CH3:4])([CH3:3])[CH3:2].